Dataset: Forward reaction prediction with 1.9M reactions from USPTO patents (1976-2016). Task: Predict the product of the given reaction. (1) Given the reactants [Zn:1].[Br:2]CCBr.Cl[Si](C)(C)C.Br[CH2:12][C:13]1[CH:18]=[CH:17][CH:16]=[CH:15][CH:14]=1, predict the reaction product. The product is: [Br-:2].[CH2:12]([Zn+:1])[C:13]1[CH:18]=[CH:17][CH:16]=[CH:15][CH:14]=1. (2) Given the reactants Br.C[O:3][C:4]1[CH:5]=[C:6]([CH:10]2[CH2:15][CH2:14][CH2:13][NH:12][CH2:11]2)[CH:7]=[CH:8][CH:9]=1, predict the reaction product. The product is: [NH:12]1[CH2:13][CH2:14][CH2:15][CH:10]([C:6]2[CH:5]=[C:4]([OH:3])[CH:9]=[CH:8][CH:7]=2)[CH2:11]1. (3) The product is: [CH3:19][C:17]1([CH3:18])[C:13]([CH3:29])([CH3:12])[O:14][B:15]([C:20]2[CH:25]=[CH:24][C:23]([CH2:26][CH2:27][NH:28][S:33]([CH:30]([CH3:32])[CH3:31])(=[O:35])=[O:34])=[CH:22][CH:21]=2)[O:16]1. Given the reactants C1CCN2C(=NCCC2)CC1.[CH3:12][C:13]1([CH3:29])[C:17]([CH3:19])([CH3:18])[O:16][B:15]([C:20]2[CH:25]=[CH:24][C:23]([CH2:26][CH2:27][NH2:28])=[CH:22][CH:21]=2)[O:14]1.[CH:30]([S:33](Cl)(=[O:35])=[O:34])([CH3:32])[CH3:31].O, predict the reaction product. (4) Given the reactants [CH2:1]([N:8]1[CH2:12][CH2:11][C@H:10]([NH2:13])[CH2:9]1)[C:2]1[CH:7]=[CH:6][CH:5]=[CH:4][CH:3]=1.Br[C:15]1[CH:20]=[CH:19][CH:18]=[CH:17][CH:16]=1, predict the reaction product. The product is: [CH2:1]([N:8]1[CH2:12][CH2:11][C@H:10]([NH:13][C:15]2[CH:20]=[CH:19][CH:18]=[CH:17][CH:16]=2)[CH2:9]1)[C:2]1[CH:3]=[CH:4][CH:5]=[CH:6][CH:7]=1. (5) Given the reactants [CH3:1][O:2][C:3]1[C:10]([O:11][CH3:12])=[CH:9][CH:8]=[CH:7][C:4]=1[CH:5]=[O:6].[N+:13]([O-])([OH:15])=[O:14], predict the reaction product. The product is: [CH3:1][O:2][C:3]1[C:10]([O:11][CH3:12])=[CH:9][CH:8]=[C:7]([N+:13]([O-:15])=[O:14])[C:4]=1[CH:5]=[O:6]. (6) Given the reactants C=O.Cl[CH2:4][CH2:5][CH2:6][NH:7][CH2:8][CH2:9][CH3:10].[CH3:11][C:12]([CH3:14])=O.[C:15]1([CH3:21])[CH:20]=[CH:19][CH:18]=[CH:17][CH:16]=1, predict the reaction product. The product is: [CH2:8]([N:7]1[C:12]2[CH:14]=[CH:21][C:15]3[CH:20]=[CH:19][CH:18]=[CH:17][C:16]=3[C:11]=2[CH:4]=[CH:5][CH2:6]1)[CH2:9][CH3:10]. (7) Given the reactants [O:1]1[CH2:6][CH2:5][CH2:4][CH2:3][CH:2]1[O:7][CH2:8][CH2:9][O:10][CH:11]1[CH2:16][CH2:15][NH:14][CH2:13][CH2:12]1.[CH3:17][S:18](Cl)(=[O:20])=[O:19], predict the reaction product. The product is: [CH3:17][S:18]([N:14]1[CH2:13][CH2:12][CH:11]([O:10][CH2:9][CH2:8][O:7][CH:2]2[CH2:3][CH2:4][CH2:5][CH2:6][O:1]2)[CH2:16][CH2:15]1)(=[O:20])=[O:19].